This data is from Full USPTO retrosynthesis dataset with 1.9M reactions from patents (1976-2016). The task is: Predict the reactants needed to synthesize the given product. (1) Given the product [Br:8][C:9]1[N:14]=[CH:13][C:12]([C@@H:15]2[CH2:17][C@H:16]2[C:18]([N:28]=[N+:29]=[N-:30])=[O:20])=[CH:11][CH:10]=1, predict the reactants needed to synthesize it. The reactants are: ClC(OCC)=O.Cl.[Br:8][C:9]1[N:14]=[CH:13][C:12]([C@@H:15]2[CH2:17][C@H:16]2[C:18]([OH:20])=O)=[CH:11][CH:10]=1.CCN(CC)CC.[N-:28]=[N+:29]=[N-:30].[Na+]. (2) The reactants are: CSC.[CH:4]1([Mg]Br)[CH2:6][CH2:5]1.Br[CH:10]1[CH2:16][CH2:15][CH2:14][CH2:13][N:12]2[C:17](=[O:27])[CH:18]=[C:19]([C:21]3[CH:26]=[CH:25][N:24]=[CH:23][N:22]=3)[N:20]=[C:11]12. Given the product [CH:4]1([CH:10]2[CH2:16][CH2:15][CH2:14][CH2:13][N:12]3[C:17](=[O:27])[CH:18]=[C:19]([C:21]4[CH:26]=[CH:25][N:24]=[CH:23][N:22]=4)[N:20]=[C:11]23)[CH2:6][CH2:5]1, predict the reactants needed to synthesize it. (3) Given the product [CH2:1]([C:3]1[CH:8]=[C:7]([CH3:9])[CH:6]=[C:5]([CH2:10][CH3:11])[C:4]=1[C:12]1[C:13](=[O:24])[N:14]([CH3:23])[N:15]=[C:16]([CH3:22])[C:17]=1[OH:25])[CH3:2], predict the reactants needed to synthesize it. The reactants are: [CH2:1]([C:3]1[CH:8]=[C:7]([CH3:9])[CH:6]=[C:5]([CH2:10][CH3:11])[C:4]=1[C:12]1[C:13](=[O:24])[N:14]([CH3:23])[N:15]=[C:16]([CH3:22])[C:17]=1S(C)(=O)=O)[CH3:2].[OH-:25].[Na+].Cl. (4) Given the product [C:1]([NH:5][C:6]([C:8]1([CH:24]2[CH2:29][CH2:28][CH2:27][CH2:26][CH2:25]2)[CH2:9][CH2:10][NH:11][CH2:12][CH2:13]1)=[O:7])([CH3:4])([CH3:2])[CH3:3], predict the reactants needed to synthesize it. The reactants are: [C:1]([NH:5][C:6]([C:8]1([CH:24]2[CH2:29][CH2:28][CH2:27][CH2:26][CH2:25]2)[CH2:13][CH2:12][N:11](C(OCC2C=CC=CC=2)=O)[CH2:10][CH2:9]1)=[O:7])([CH3:4])([CH3:3])[CH3:2].Br.C(O)(=O)C.C(OCC)C. (5) Given the product [CH3:39][N:35]1[C:36]2[C:32](=[CH:31][C:30]([C:28]#[N:29])=[CH:38][CH:37]=2)[C:33]([CH2:40][CH2:41][CH2:42][NH:43][CH2:16][CH:13]2[O:12][C:8]3=[C:9]4[C:4](=[CH:5][CH:6]=[C:7]3[O:15][CH2:14]2)[N:3]=[C:2]([CH3:1])[CH:11]=[CH:10]4)=[CH:34]1, predict the reactants needed to synthesize it. The reactants are: [CH3:1][C:2]1[CH:11]=[CH:10][C:9]2[C:4](=[CH:5][CH:6]=[C:7]3[O:15][CH2:14][C@H:13]([CH2:16]OS(C4C=CC(Br)=CC=4)(=O)=O)[O:12][C:8]3=2)[N:3]=1.[C:28]([C:30]1[CH:31]=[C:32]2[C:36](=[CH:37][CH:38]=1)[N:35]([CH3:39])[CH:34]=[C:33]2[CH2:40][CH2:41][CH2:42][NH2:43])#[N:29].C(N(CC)CC)C. (6) Given the product [ClH:1].[Cl:1][C:17]1[C:8]([O:7][CH:5]2[CH2:6][NH:3][CH2:4]2)=[C:9]2[C:14](=[CH:15][CH:16]=1)[CH2:13][CH2:11][CH2:10]2, predict the reactants needed to synthesize it. The reactants are: [ClH:1].Cl.[NH:3]1[CH2:6][CH:5]([O:7][C:8]2[CH:17]=[CH:16][CH:15]=[C:14]3[C:9]=2[CH:10]=[CH:11]N=[CH:13]3)[CH2:4]1.N1CC(OC2C=CC=C3C=2C=CN=C3C(C2C=CC=CC=2)C2C=CC=CC=2)C1. (7) Given the product [CH:20]([O:23][C:24](=[O:28])[C@@H:25]([NH:26][P:14]([O:13][C:9]1[CH:8]=[C:7]([C:1]2[CH:2]=[CH:3][CH:4]=[CH:5][CH:6]=2)[CH:12]=[CH:11][CH:10]=1)([O:49][CH2:48][C@@H:45]1[C@@H:46]([OH:47])[C@:42]([F:41])([CH3:58])[C@H:43]([N:50]2[CH:57]=[CH:56][C:54](=[O:55])[NH:53][C:51]2=[O:52])[O:44]1)=[O:15])[CH3:27])([CH3:22])[CH3:21], predict the reactants needed to synthesize it. The reactants are: [C:1]1([C:7]2[CH:8]=[C:9]([OH:13])[CH:10]=[CH:11][CH:12]=2)[CH:6]=[CH:5][CH:4]=[CH:3][CH:2]=1.[P:14](Cl)(Cl)(Cl)=[O:15].Cl.[CH:20]([O:23][C:24](=[O:28])[C@H:25]([CH3:27])[NH2:26])([CH3:22])[CH3:21].FC1C(O)=C(F)C(F)=C(F)C=1F.[F:41][C@:42]1([CH3:58])[C@H:46]([OH:47])[C@@H:45]([CH2:48][OH:49])[O:44][C@H:43]1[N:50]1[CH:57]=[CH:56][C:54](=[O:55])[NH:53][C:51]1=[O:52].